This data is from Forward reaction prediction with 1.9M reactions from USPTO patents (1976-2016). The task is: Predict the product of the given reaction. (1) Given the reactants [CH:1](=O)[CH3:2].Cl.[CH2:5]([O:12][C:13]1[CH:18]=[CH:17][N:16]([C:19]2[CH:20]=[CH:21][C:22]3[C:23]4[CH2:33][NH:32][CH2:31][CH2:30][CH2:29][C:24]=4[N:25]([CH3:28])[C:26]=3[CH:27]=2)[C:15](=[O:34])[CH:14]=1)[C:6]1[CH:11]=[CH:10][CH:9]=[CH:8][CH:7]=1.C([O-])(O)=O.[Na+], predict the reaction product. The product is: [CH2:5]([O:12][C:13]1[CH:18]=[CH:17][N:16]([C:19]2[CH:20]=[CH:21][C:22]3[C:23]4[CH2:33][N:32]([CH2:1][CH3:2])[CH2:31][CH2:30][CH2:29][C:24]=4[N:25]([CH3:28])[C:26]=3[CH:27]=2)[C:15](=[O:34])[CH:14]=1)[C:6]1[CH:7]=[CH:8][CH:9]=[CH:10][CH:11]=1. (2) Given the reactants C(Cl)(=O)C(Cl)=O.[CH3:7][O:8][C:9](=[O:19])[C:10]1[CH:18]=[CH:17][C:13]([C:14]([OH:16])=O)=[CH:12][CH:11]=1.[C:20]([NH:23][NH2:24])(=[O:22])[CH3:21].CCN(CC)CC, predict the reaction product. The product is: [CH3:7][O:8][C:9](=[O:19])[C:10]1[CH:11]=[CH:12][C:13]([C:14]([NH:24][NH:23][C:20](=[O:22])[CH3:21])=[O:16])=[CH:17][CH:18]=1. (3) The product is: [CH3:34][C:35]1[O:39][N:38]=[C:37]([C:40]([CH:16]2[C:10]3[CH:9]=[CH:8][C:7]([N:6]4[CH2:5][C@H:4]([CH2:19][NH:20][C:21](=[O:23])[CH3:22])[O:3][C:2]4=[O:1])=[CH:18][C:11]=3[CH2:12][CH2:13][CH2:14][C:15]2=[O:17])=[O:41])[CH:36]=1. Given the reactants [O:1]=[C:2]1[N:6]([C:7]2[CH:8]=[CH:9][C:10]3[CH2:16][C:15](=[O:17])[CH2:14][CH2:13][CH2:12][C:11]=3[CH:18]=2)[CH2:5][C@H:4]([CH2:19][NH:20][C:21](=[O:23])[CH3:22])[O:3]1.[Li+].C[Si]([N-][Si](C)(C)C)(C)C.[CH3:34][C:35]1[O:39][N:38]=[C:37]([C:40](Cl)=[O:41])[CH:36]=1.[Cl-].[NH4+], predict the reaction product. (4) Given the reactants Br[C:2]1[CH:3]=[CH:4][C:5]2[O:9][C:8](=[O:10])[N:7]([CH2:11][CH3:12])[C:6]=2[CH:13]=1.[O:14]1[C:18]2([CH2:23][CH2:22][C:21](=[O:24])[CH2:20][CH2:19]2)[O:17][CH2:16][CH2:15]1, predict the reaction product. The product is: [CH2:11]([N:7]1[C:6]2[CH:13]=[C:2]([C:21]3([OH:24])[CH2:22][CH2:23][C:18]4([O:17][CH2:16][CH2:15][O:14]4)[CH2:19][CH2:20]3)[CH:3]=[CH:4][C:5]=2[O:9][C:8]1=[O:10])[CH3:12]. (5) The product is: [C:44]([C:48]1[CH:65]=[CH:64][C:51]([CH2:52][N:53]([CH2:54][CH:55]([C:57]2[CH:58]=[CH:59][C:60]([F:63])=[CH:61][CH:62]=2)[OH:56])[C:10]([C:8]2[CH:7]=[CH:6][CH:5]=[C:4]3[C:9]=2[NH:1][CH:2]=[CH:3]3)=[O:12])=[CH:50][CH:49]=1)([CH3:47])([CH3:45])[CH3:46]. Given the reactants [NH:1]1[C:9]2[C:4](=[CH:5][CH:6]=[CH:7][C:8]=2[C:10]([OH:12])=O)[CH:3]=[CH:2]1.CN(C(ON1N=NC2C=CC=CC1=2)=[N+](C)C)C.[B-](F)(F)(F)F.C(N(CC)C(C)C)(C)C.[C:44]([C:48]1[CH:65]=[CH:64][C:51]([CH2:52][NH:53][CH2:54][CH:55]([C:57]2[CH:62]=[CH:61][C:60]([F:63])=[CH:59][CH:58]=2)[OH:56])=[CH:50][CH:49]=1)([CH3:47])([CH3:46])[CH3:45], predict the reaction product. (6) Given the reactants Cl[C:2]1[C:7]([CH:8]2[CH2:10][CH2:9]2)=[CH:6][N:5]=[C:4]([C:11]([OH:13])=[O:12])[CH:3]=1.[F:14][C:15]([F:19])([F:18])[CH2:16][OH:17].[H-].[Na+].Cl, predict the reaction product. The product is: [CH:8]1([C:7]2[C:2]([O:17][CH2:16][C:15]([F:19])([F:18])[F:14])=[CH:3][C:4]([C:11]([OH:13])=[O:12])=[N:5][CH:6]=2)[CH2:10][CH2:9]1. (7) The product is: [Cl:8][C:6]1[C:5]([C:9]([F:12])([F:11])[F:10])=[CH:4][N:3]=[C:2]([NH:18][C:19]2[CH:24]=[CH:23][C:22]([CH:25]([NH:27][C:28](=[O:34])[O:29][C:30]([CH3:33])([CH3:32])[CH3:31])[CH3:26])=[CH:21][CH:20]=2)[N:7]=1. Given the reactants Cl[C:2]1[N:7]=[C:6]([Cl:8])[C:5]([C:9]([F:12])([F:11])[F:10])=[CH:4][N:3]=1.CCOCC.[NH2:18][C:19]1[CH:24]=[CH:23][C:22]([CH:25]([NH:27][C:28](=[O:34])[O:29][C:30]([CH3:33])([CH3:32])[CH3:31])[CH3:26])=[CH:21][CH:20]=1.CCN(CC)CC, predict the reaction product.